From a dataset of CYP1A2 inhibition data for predicting drug metabolism from PubChem BioAssay. Regression/Classification. Given a drug SMILES string, predict its absorption, distribution, metabolism, or excretion properties. Task type varies by dataset: regression for continuous measurements (e.g., permeability, clearance, half-life) or binary classification for categorical outcomes (e.g., BBB penetration, CYP inhibition). Dataset: cyp1a2_veith. (1) The drug is O=C(CNC(=O)Cc1ccccc1)NCC(=O)OCc1ccccc1. The result is 0 (non-inhibitor). (2) The drug is O=C(c1csnn1)N1CCC[C@@]2(CCN(c3cccc(-c4ccccc4)c3)C2)C1. The result is 1 (inhibitor). (3) The compound is Nc1nc2[nH]c(=O)cnc2c(=O)[nH]1. The result is 0 (non-inhibitor).